Regression. Given two drug SMILES strings and cell line genomic features, predict the synergy score measuring deviation from expected non-interaction effect. From a dataset of NCI-60 drug combinations with 297,098 pairs across 59 cell lines. (1) Drug 1: CC1=CC2C(CCC3(C2CCC3(C(=O)C)OC(=O)C)C)C4(C1=CC(=O)CC4)C. Drug 2: C(CC(=O)O)C(=O)CN.Cl. Cell line: SNB-75. Synergy scores: CSS=1.81, Synergy_ZIP=0.286, Synergy_Bliss=-0.0174, Synergy_Loewe=-5.27, Synergy_HSA=-5.18. (2) Drug 1: CCC(=C(C1=CC=CC=C1)C2=CC=C(C=C2)OCCN(C)C)C3=CC=CC=C3.C(C(=O)O)C(CC(=O)O)(C(=O)O)O. Drug 2: N.N.Cl[Pt+2]Cl. Cell line: MDA-MB-231. Synergy scores: CSS=21.4, Synergy_ZIP=-4.91, Synergy_Bliss=0.821, Synergy_Loewe=-0.214, Synergy_HSA=2.57. (3) Drug 1: CS(=O)(=O)C1=CC(=C(C=C1)C(=O)NC2=CC(=C(C=C2)Cl)C3=CC=CC=N3)Cl. Drug 2: CS(=O)(=O)OCCCCOS(=O)(=O)C. Cell line: UO-31. Synergy scores: CSS=21.7, Synergy_ZIP=-2.89, Synergy_Bliss=-2.02, Synergy_Loewe=-6.20, Synergy_HSA=-0.824.